From a dataset of Forward reaction prediction with 1.9M reactions from USPTO patents (1976-2016). Predict the product of the given reaction. (1) Given the reactants [F:1][C:2]([F:10])([F:9])[CH:3]1[CH2:8][CH2:7][NH:6][CH2:5][CH2:4]1.[Cl:11][C:12]1[CH:13]=[C:14]2[CH:20]=[C:19]([C:21]([NH:23][C@@H:24]([CH2:28][C:29]3[CH:34]=[CH:33][C:32]([F:35])=[CH:31][CH:30]=3)[C:25](O)=[O:26])=[O:22])[NH:18][C:15]2=[CH:16][N:17]=1.CN(C(ON1N=NC2C=CC=NC1=2)=[N+](C)C)C.F[P-](F)(F)(F)(F)F.CCN(C(C)C)C(C)C, predict the reaction product. The product is: [F:35][C:32]1[CH:31]=[CH:30][C:29]([CH2:28][C@H:24]([NH:23][C:21]([C:19]2[NH:18][C:15]3=[CH:16][N:17]=[C:12]([Cl:11])[CH:13]=[C:14]3[CH:20]=2)=[O:22])[C:25](=[O:26])[N:6]2[CH2:7][CH2:8][CH:3]([C:2]([F:10])([F:9])[F:1])[CH2:4][CH2:5]2)=[CH:34][CH:33]=1. (2) Given the reactants [Cl:1][C:2]1[NH:7][C:6](=[O:8])[N:5]([CH3:9])[C:4](=[O:10])[CH:3]=1.[CH:11]1([CH2:14]Br)[CH2:13][CH2:12]1, predict the reaction product. The product is: [Cl:1][C:2]1[N:7]([CH2:14][CH:11]2[CH2:13][CH2:12]2)[C:6](=[O:8])[N:5]([CH3:9])[C:4](=[O:10])[CH:3]=1. (3) Given the reactants C(OC(=O)[NH:7][C:8]1([C:12]2[CH:17]=[CH:16][C:15]([C:18]3[N:23]=[C:22]4[CH2:24][CH2:25][CH2:26][C:27](=[CH:30]N(C)C)[C:28](=O)[C:21]4=[CH:20][C:19]=3[C:34]3[CH:39]=[CH:38][CH:37]=[CH:36][CH:35]=3)=[CH:14][CH:13]=2)[CH2:11][CH2:10][CH2:9]1)(C)(C)C.O.[NH2:42][NH2:43], predict the reaction product. The product is: [C:34]1([C:19]2[CH:20]=[C:21]3[C:28]4=[N:42][NH:43][CH:30]=[C:27]4[CH2:26][CH2:25][CH2:24][C:22]3=[N:23][C:18]=2[C:15]2[CH:14]=[CH:13][C:12]([C:8]3([NH2:7])[CH2:11][CH2:10][CH2:9]3)=[CH:17][CH:16]=2)[CH:39]=[CH:38][CH:37]=[CH:36][CH:35]=1. (4) Given the reactants ClC1C=CC(C2C=CC(C#CC3CCCN3C(OC(C)(C)C)=O)=NC=2[C@@H](NC(=[O:45])CN2C3C(F)(F)[C@@H]4C[C@@H]4C=3C(C(F)(F)F)=N2)CC2C=C(F)C=C(F)C=2)=C2C=1C(NS(C)(=O)=O)=NN2C.[Cl:66][C:67]1[CH:75]=[CH:74][C:73]([C:76]2[C:77]([C@@H:93]([NH:103][C:104](=[O:121])[CH2:105][N:106]3[C:110]4[C:111]([F:116])([F:115])[C@@H:112]5[CH2:114][C@@H:113]5[C:109]=4[C:108]([C:117]([F:120])([F:119])[F:118])=[N:107]3)[CH2:94][C:95]3[CH:100]=[C:99]([F:101])[CH:98]=[C:97]([F:102])[CH:96]=3)=[N:78][C:79]([C:82]#[C:83][C:84]3([OH:92])[CH2:89][CH:88]([CH3:90])[O:87][CH:86](C)[CH2:85]3)=[CH:80][CH:81]=2)=[C:72]2[C:68]=1[C:69]([NH:123][S:124]([CH3:127])(=[O:126])=[O:125])=[N:70][N:71]2[CH3:122].ClC1N=C([C@@H](NC(=O)CN2C3C(F)(F)[C@@H]4C[C@@H]4C=3C(C(F)(F)F)=N2)CC2C=C(F)C=C(F)C=2)C(C2C=CC(Cl)=C3C=2N(C)N=C3NS(C)(=O)=O)=CC=1, predict the reaction product. The product is: [Cl:66][C:67]1[CH:75]=[CH:74][C:73]([C:76]2[C:77]([C@@H:93]([NH:103][C:104](=[O:121])[CH2:105][N:106]3[C:110]4[C:111]([F:116])([F:115])[C@@H:112]5[CH2:114][C@@H:113]5[C:109]=4[C:108]([C:117]([F:118])([F:120])[F:119])=[N:107]3)[CH2:94][C:95]3[CH:96]=[C:97]([F:102])[CH:98]=[C:99]([F:101])[CH:100]=3)=[N:78][C:79]([C:82]#[C:83][C:84]3([OH:92])[C@H:85]4[C@H:86]([O:87][CH2:88][CH2:90]4)[O:45][CH2:89]3)=[CH:80][CH:81]=2)=[C:72]2[C:68]=1[C:69]([NH:123][S:124]([CH3:127])(=[O:126])=[O:125])=[N:70][N:71]2[CH3:122]. (5) Given the reactants Cl[C:2]1[CH:11]=[C:10]([Cl:12])[C:9]2[C:4](=[CH:5][CH:6]=[CH:7][CH:8]=2)[N:3]=1.[CH3:13][O-:14].[Na+], predict the reaction product. The product is: [Cl:12][C:10]1[C:9]2[C:4](=[CH:5][CH:6]=[CH:7][CH:8]=2)[N:3]=[C:2]([O:14][CH3:13])[CH:11]=1. (6) Given the reactants C([O:3][C:4](=[O:38])[CH2:5][N:6]1[C:14]2[C:9](=[CH:10][CH:11]=[C:12]([O:15][CH2:16][C:17]3[C:18]([CH3:37])=[N:19][C:20]([C:27]4[CH:32]=[CH:31][C:30]([C:33]([F:36])([F:35])[F:34])=[CH:29][CH:28]=4)=[CH:21][C:22]=3[C:23]([F:26])([F:25])[F:24])[CH:13]=2)[CH:8]=[CH:7]1)C.[Li+].[OH-], predict the reaction product. The product is: [CH3:37][C:18]1[C:17]([CH2:16][O:15][C:12]2[CH:13]=[C:14]3[C:9]([CH:8]=[CH:7][N:6]3[CH2:5][C:4]([OH:38])=[O:3])=[CH:10][CH:11]=2)=[C:22]([C:23]([F:24])([F:25])[F:26])[CH:21]=[C:20]([C:27]2[CH:28]=[CH:29][C:30]([C:33]([F:35])([F:34])[F:36])=[CH:31][CH:32]=2)[N:19]=1. (7) Given the reactants FC(F)(F)C([NH:5][CH2:6][CH:7]1[CH2:12][CH2:11][N:10]([C:13]2[N:18]=[C:17]([C:19]3[CH:28]=[CH:27][C:26]4[C:21](=[CH:22][CH:23]=[C:24]([OH:29])[CH:25]=4)[CH:20]=3)[CH:16]=[CH:15][N:14]=2)[CH2:9][CH2:8]1)=O.[NH2:5][CH2:6][CH:7]1[CH2:12][CH2:11][N:10]([C:13]2[N:18]=[C:17]([C:19]3[CH:20]=[C:21]4[C:26](=[CH:27][CH:28]=3)[CH:25]=[C:24]([OH:29])[CH:23]=[CH:22]4)[CH:16]=[CH:15][N:14]=2)[CH2:9][CH2:8]1.C(=O)([O-])[O-].[K+].[K+].O, predict the reaction product. The product is: [NH2:5][CH2:6][CH:7]1[CH2:12][CH2:11][N:10]([C:13]2[N:18]=[C:17]([C:19]3[CH:20]=[C:21]4[C:26](=[CH:27][CH:28]=3)[CH:25]=[C:24]([OH:29])[CH:23]=[CH:22]4)[CH:16]=[CH:15][N:14]=2)[CH2:9][CH2:8]1. (8) The product is: [CH3:1][C:2]1([CH3:11])[O:6][CH:5]([CH2:7][CH2:8][CH2:9][O:10][C:15]2[CH:20]=[CH:19][N+:18]([O-:21])=[C:17]([CH3:22])[C:16]=2[CH3:23])[CH2:4][O:3]1. Given the reactants [CH3:1][C:2]1([CH3:11])[O:6][CH:5]([CH2:7][CH2:8][CH2:9][OH:10])[CH2:4][O:3]1.[H-].[Na+].Cl[C:15]1[CH:20]=[CH:19][N+:18]([O-:21])=[C:17]([CH3:22])[C:16]=1[CH3:23], predict the reaction product. (9) Given the reactants [NH:1]=[C:2]1[NH:6][C@@H:5]([CH3:7])[C@H:4]([C:8]2[CH:13]=[CH:12][C:11]([CH3:14])=[CH:10][CH:9]=2)[S:3]1.[CH:15]1([N:21]=[C:22]=[O:23])[CH2:20][CH2:19][CH2:18][CH2:17][CH2:16]1, predict the reaction product. The product is: [CH:15]1([NH:21][C:22]([N:1]=[C:2]2[N:6]([C:22](=[O:23])[NH:21][CH:15]3[CH2:20][CH2:19][CH2:18][CH2:17][CH2:16]3)[C@@H:5]([CH3:7])[C@H:4]([C:8]3[CH:13]=[CH:12][C:11]([CH3:14])=[CH:10][CH:9]=3)[S:3]2)=[O:23])[CH2:20][CH2:19][CH2:18][CH2:17][CH2:16]1. (10) Given the reactants [CH2:1]([O:8][C:9](=[O:48])[NH:10][C@@H:11]1[C:14](=[O:15])[N:13]([CH2:16][C:17]2[CH:22]=[CH:21][C:20]([O:23][CH3:24])=[CH:19][C:18]=2[O:25][CH3:26])[C@@H:12]1[CH2:27][N:28]1[N:32]=[C:31]2[CH2:33][N:34](S(C3C=CC=CC=3[N+]([O-])=O)(=O)=O)[CH2:35][C:30]2=[N:29]1)C1C=CC=CC=1.[C:49](=[O:52])([O-])[O-:50].[K+].[K+].[C:55]1(S)[CH:60]=[CH:59][CH:58]=[CH:57][CH:56]=1, predict the reaction product. The product is: [CH2:1]([O:8][C:9]([NH:10][C@@H:11]1[C:14](=[O:15])[N:13]([CH2:16][C:17]2[CH:22]=[CH:21][C:20]([O:23][CH3:24])=[CH:19][C:18]=2[O:25][CH3:26])[C@@H:12]1[CH2:27][N:28]1[N:32]=[C:31]2[CH2:33][N:34]([C:49]([O:50][C:17]([CH3:22])([CH3:18])[CH3:16])=[O:52])[CH2:35][C:30]2=[N:29]1)=[O:48])[C:55]1[CH:60]=[CH:59][CH:58]=[CH:57][CH:56]=1.